From a dataset of Reaction yield outcomes from USPTO patents with 853,638 reactions. Predict the reaction yield, written as a fraction of the theoretical maximum amount of product (1.0 means a 100% yield; for example, 0.34 means a 34% yield). (1) The reactants are C[Si]([N-][Si](C)(C)C)(C)C.[Na+].[CH3:11][N:12]1[CH2:17][CH2:16][N:15]([C:18]([C:20]2[CH:29]=[CH:28][C:23]([C:24]([O:26]C)=O)=[CH:22][CH:21]=2)=[O:19])[CH2:14][CH2:13]1.[NH2:30][C:31]1[N:35](C(OC(C)(C)C)=O)[N:34]=[C:33]([CH2:43][CH2:44][C:45]2[CH:50]=[C:49]([O:51][CH3:52])[CH:48]=[C:47]([O:53][CH3:54])[CH:46]=2)[CH:32]=1.[NH4+].[Cl-]. The catalyst is C1COCC1. The product is [CH3:52][O:51][C:49]1[CH:50]=[C:45]([CH2:44][CH2:43][C:33]2[NH:34][N:35]=[C:31]([NH:30][C:24](=[O:26])[C:23]3[CH:22]=[CH:21][C:20]([C:18]([N:15]4[CH2:14][CH2:13][N:12]([CH3:11])[CH2:17][CH2:16]4)=[O:19])=[CH:29][CH:28]=3)[CH:32]=2)[CH:46]=[C:47]([O:53][CH3:54])[CH:48]=1. The yield is 0.565. (2) The yield is 0.430. The product is [C:1]1([S:7]([N:18]2[CH2:23][CH2:22][CH:21]([CH2:24][N:25]3[C:33]4[C:28](=[CH:29][C:30]([C:34]5[CH:35]=[N:36][N:37]([CH:39]6[CH2:44][CH2:43][CH2:42][CH2:41][O:40]6)[CH:38]=5)=[CH:31][CH:32]=4)[CH:27]=[CH:26]3)[CH2:20][CH2:19]2)(=[O:9])=[O:8])[CH:6]=[CH:5][CH:4]=[CH:3][CH:2]=1. The reactants are [C:1]1([S:7](Cl)(=[O:9])=[O:8])[CH:6]=[CH:5][CH:4]=[CH:3][CH:2]=1.C(N(CC)CC)C.[NH:18]1[CH2:23][CH2:22][CH:21]([CH2:24][N:25]2[C:33]3[C:28](=[CH:29][C:30]([C:34]4[CH:35]=[N:36][N:37]([CH:39]5[CH2:44][CH2:43][CH2:42][CH2:41][O:40]5)[CH:38]=4)=[CH:31][CH:32]=3)[CH:27]=[CH:26]2)[CH2:20][CH2:19]1.C(OCC)(=O)C. The catalyst is ClCCl. (3) The yield is 0.480. The reactants are [S:1]1[CH:5]=[CH:4][C:3](/[CH:6]=[CH:7]\[CH2:8][CH2:9][CH2:10][CH2:11][CH2:12][O:13][C:14]2[CH:15]=[C:16]([C:20]([NH2:22])=[O:21])[CH:17]=[CH:18][CH:19]=2)=[CH:2]1. The product is [S:1]1[CH:5]=[CH:4][C:3]([CH2:6][CH2:7][CH2:8][CH2:9][CH2:10][CH2:11][CH2:12][O:13][C:14]2[CH:15]=[C:16]([C:20]([NH2:22])=[O:21])[CH:17]=[CH:18][CH:19]=2)=[CH:2]1. The catalyst is CO.[Pd]. (4) The reactants are C([O-])(O)=[O:2].[Na+].[Cl:6][C:7]1[CH:12]=[C:11]([O:13][C:14]2[N:19]=[CH:18][CH:17]=[CH:16][N:15]=2)[CH:10]=[CH:9][C:8]=1[C:20]1[C:29]([F:30])=[CH:28][C:27]2[N:26]=[CH:25][C:24]3[N:31]=[C:32]([CH3:48])[N:33]([C@H:34]4[CH2:39][CH2:38][N:37]([CH:40](CC=O)[C:41]([O-:43])=O)[CH2:36][C@@H:35]4[F:47])[C:23]=3[C:22]=2[CH:21]=1.CO.C(Cl)Cl. The catalyst is CO. The product is [Cl:6][C:7]1[CH:12]=[C:11]([O:13][C:14]2[N:19]=[CH:18][CH:17]=[CH:16][N:15]=2)[CH:10]=[CH:9][C:8]=1[C:20]1[C:29]([F:30])=[CH:28][C:27]2[N:26]=[CH:25][C:24]3[N:31]=[C:32]([CH3:48])[N:33]([C@H:34]4[CH2:39][CH2:38][N:37]([C:40](=[O:2])[CH2:41][OH:43])[CH2:36][C@@H:35]4[F:47])[C:23]=3[C:22]=2[CH:21]=1. The yield is 0.810. (5) The reactants are FC(F)(F)C(O)=O.[Cl:8][C:9]1[C:10]([O:23][C:24]2[CH:29]=[CH:28][C:27]([Cl:30])=[C:26]([Cl:31])[CH:25]=2)=[CH:11][C:12]([F:22])=[C:13]([CH:21]=1)[C:14]([O:16]C(C)(C)C)=[O:15]. The catalyst is C(Cl)Cl. The product is [Cl:8][C:9]1[C:10]([O:23][C:24]2[CH:29]=[CH:28][C:27]([Cl:30])=[C:26]([Cl:31])[CH:25]=2)=[CH:11][C:12]([F:22])=[C:13]([CH:21]=1)[C:14]([OH:16])=[O:15]. The yield is 0.870. (6) The reactants are [CH3:1][NH:2][C:3]1[CH:8]=[CH:7][C:6]([C:9]2[CH:14]=[CH:13][CH:12]=[CH:11][C:10]=2[C:15]([F:18])([F:17])[F:16])=[CH:5][CH:4]=1.[F:19][C:20]1[CH:30]=[C:29]([N+:31]([O-:33])=[O:32])[CH:28]=[CH:27][C:21]=1[O:22][CH2:23][CH:24]1[CH2:26][O:25]1. No catalyst specified. The product is [F:19][C:20]1[CH:30]=[C:29]([N+:31]([O-:33])=[O:32])[CH:28]=[CH:27][C:21]=1[O:22][CH2:23][CH:24]([OH:25])[CH2:26][N:2]([CH3:1])[C:3]1[CH:8]=[CH:7][C:6]([C:9]2[CH:14]=[CH:13][CH:12]=[CH:11][C:10]=2[C:15]([F:16])([F:17])[F:18])=[CH:5][CH:4]=1. The yield is 0.420. (7) The reactants are Br[C:2]1[CH:15]=[CH:14][C:13]2[C:4](=[C:5]([C:23]3[CH:28]=[CH:27][C:26]([F:29])=[CH:25][CH:24]=3)[C:6]3[C:11]([C:12]=2[C:16]2[CH:21]=[CH:20][C:19]([F:22])=[CH:18][CH:17]=2)=[CH:10][CH:9]=[CH:8][CH:7]=3)[CH:3]=1.[C:30]1([NH:36][C:37]2[CH:38]=[CH:39][C:40]3[N:41]([C:50]4[CH:55]=[CH:54][CH:53]=[CH:52][CH:51]=4)[C:42]4[C:47]([C:48]=3[CH:49]=2)=[CH:46][CH:45]=[CH:44][CH:43]=4)[CH:35]=[CH:34][CH:33]=[CH:32][CH:31]=1.CC(C)([O-])C.[Na+].C(P(C(C)(C)C)C(C)(C)C)(C)(C)C. The catalyst is C1C=CC(/C=C/C(/C=C/C2C=CC=CC=2)=O)=CC=1.C1C=CC(/C=C/C(/C=C/C2C=CC=CC=2)=O)=CC=1.[Pd].C1(C)C=CC=CC=1. The product is [F:29][C:26]1[CH:27]=[CH:28][C:23]([C:5]2[C:6]3[C:11]([C:12]([C:16]4[CH:17]=[CH:18][C:19]([F:22])=[CH:20][CH:21]=4)=[C:13]4[C:4]=2[CH:3]=[C:2]([N:36]([C:30]2[CH:31]=[CH:32][CH:33]=[CH:34][CH:35]=2)[C:37]2[CH:38]=[CH:39][C:40]5[N:41]([C:50]6[CH:55]=[CH:54][CH:53]=[CH:52][CH:51]=6)[C:42]6[C:47]([C:48]=5[CH:49]=2)=[CH:46][CH:45]=[CH:44][CH:43]=6)[CH:15]=[CH:14]4)=[CH:10][CH:9]=[CH:8][CH:7]=3)=[CH:24][CH:25]=1. The yield is 0.620. (8) The reactants are [CH3:1][C:2]1[O:6][C:5]([C:7]2[CH:12]=[CH:11][CH:10]=[CH:9][CH:8]=2)=[N:4][C:3]=1[CH2:13][O:14][C:15]1[CH:20]=[CH:19][C:18]([CH2:21][OH:22])=[CH:17][CH:16]=1.[Cl:23][C:24]1[CH:25]=[CH:26][C:27](O)=[C:28]([CH2:30][C:31]([O:33][CH3:34])=[O:32])[CH:29]=1.C1(P(C2C=CC=CC=2)C2C=CC=CC=2)C=CC=CC=1.N(C(OCC)=O)=NC(OCC)=O. The catalyst is C1(C)C=CC=CC=1.O1CCCC1. The product is [Cl:23][C:24]1[CH:25]=[CH:26][C:27]([O:22][CH2:21][C:18]2[CH:17]=[CH:16][C:15]([O:14][CH2:13][C:3]3[N:4]=[C:5]([C:7]4[CH:8]=[CH:9][CH:10]=[CH:11][CH:12]=4)[O:6][C:2]=3[CH3:1])=[CH:20][CH:19]=2)=[C:28]([CH2:30][C:31]([O:33][CH3:34])=[O:32])[CH:29]=1. The yield is 0.420. (9) The reactants are [F:1][C:2]1[C:7]([F:8])=[C:6]([CH3:9])[CH:5]=[C:4]([N+:10]([O-])=O)[C:3]=1[OH:13].[H][H]. The catalyst is C(O)C.[Pd]. The product is [F:1][C:2]1[C:7]([F:8])=[C:6]([CH3:9])[CH:5]=[C:4]([NH2:10])[C:3]=1[OH:13]. The yield is 0.990.